This data is from Peptide-MHC class II binding affinity with 134,281 pairs from IEDB. The task is: Regression. Given a peptide amino acid sequence and an MHC pseudo amino acid sequence, predict their binding affinity value. This is MHC class II binding data. (1) The peptide sequence is EVAFGLVCATCEQIA. The MHC is DRB1_0901 with pseudo-sequence DRB1_0901. The binding affinity (normalized) is 0.344. (2) The peptide sequence is SKDLELSWNLNGLQAY. The binding affinity (normalized) is 0.184. The MHC is DRB1_0401 with pseudo-sequence DRB1_0401. (3) The peptide sequence is KLCLMKAQPTSWPLQ. The MHC is DRB1_1101 with pseudo-sequence DRB1_1101. The binding affinity (normalized) is 0.556.